From a dataset of Full USPTO retrosynthesis dataset with 1.9M reactions from patents (1976-2016). Predict the reactants needed to synthesize the given product. Given the product [Br:19][C:12]1[NH:11][C:10]2[C:9]3=[N:15][N:16]=[N:17][N:8]3[C:7](=[O:18])[N:6]([CH2:1][CH2:2][CH2:3][CH2:4][CH3:5])[C:14]=2[N:13]=1, predict the reactants needed to synthesize it. The reactants are: [CH2:1]([N:6]1[C:14]2[N:13]=[CH:12][NH:11][C:10]=2[C:9]2=[N:15][N:16]=[N:17][N:8]2[C:7]1=[O:18])[CH2:2][CH2:3][CH2:4][CH3:5].[Br:19]N1C(=O)CCC1=O.